Task: Predict the reaction yield, written as a fraction of the theoretical maximum amount of product (1.0 means a 100% yield; for example, 0.34 means a 34% yield).. Dataset: Reaction yield outcomes from USPTO patents with 853,638 reactions (1) The reactants are Cl[C:2]1[CH:3]=[CH:4][C:5]2[N:6]([C:8]([N+:12]([O-:14])=[O:13])=[C:9]([CH3:11])[N:10]=2)[N:7]=1.[F:15][C:16]1[CH:23]=[CH:22][C:19]([CH2:20][NH2:21])=[CH:18][CH:17]=1. The catalyst is O1CCOCC1.ClCCl. The product is [F:15][C:16]1[CH:23]=[CH:22][C:19]([CH2:20][NH:21][C:2]2[CH:3]=[CH:4][C:5]3[N:6]([C:8]([N+:12]([O-:14])=[O:13])=[C:9]([CH3:11])[N:10]=3)[N:7]=2)=[CH:18][CH:17]=1. The yield is 0.850. (2) The reactants are C(O[C:4]([C:6]1[CH:10]=[C:9]([C:11]2[CH:16]=[CH:15][N:14]=[CH:13][CH:12]=2)[S:8][C:7]=1[NH2:17])=[O:5])C.C(O)(=O)C.[CH:22](N)=[NH:23].O. The catalyst is COC(O)C. The product is [N:14]1[CH:13]=[CH:12][C:11]([C:9]2[S:8][C:7]3[NH:17][CH:22]=[N:23][C:4](=[O:5])[C:6]=3[CH:10]=2)=[CH:16][CH:15]=1. The yield is 0.880. (3) The reactants are [Si:1]([O:8][CH2:9][C@@H:10]([NH:14][C:15](=[O:21])[O:16][C:17]([CH3:20])([CH3:19])[CH3:18])[CH2:11][CH:12]=[CH2:13])([C:4]([CH3:7])([CH3:6])[CH3:5])([CH3:3])[CH3:2].[CH3:22]I.[H-].[Na+]. The catalyst is CN(C=O)C. The product is [Si:1]([O:8][CH2:9][C@@H:10]([N:14]([CH3:22])[C:15](=[O:21])[O:16][C:17]([CH3:20])([CH3:19])[CH3:18])[CH2:11][CH:12]=[CH2:13])([C:4]([CH3:7])([CH3:5])[CH3:6])([CH3:3])[CH3:2]. The yield is 0.400.